This data is from Full USPTO retrosynthesis dataset with 1.9M reactions from patents (1976-2016). The task is: Predict the reactants needed to synthesize the given product. Given the product [OH:12][C:7]1[CH:8]=[C:9]2[C:4](=[CH:5][CH:6]=1)[CH:3]=[C:2]([C:40]1[C:48]3[C:43](=[CH:44][CH:45]=[C:46]([C:49]#[N:50])[CH:47]=3)[N:42]([CH:51]3[CH2:56][CH2:55][CH2:54][CH2:53][O:52]3)[N:41]=1)[CH:11]=[CH:10]2, predict the reactants needed to synthesize it. The reactants are: Br[C:2]1[CH:11]=[CH:10][C:9]2[C:4](=[CH:5][CH:6]=[C:7]([OH:12])[CH:8]=2)[CH:3]=1.B1(B2OC(C)(C)C(C)(C)O2)OC(C)(C)C(C)(C)O1.ClCCl.C([O-])(=O)C.[K+].Br[C:40]1[C:48]2[C:43](=[CH:44][CH:45]=[C:46]([C:49]#[N:50])[CH:47]=2)[N:42]([CH:51]2[CH2:56][CH2:55][CH2:54][CH2:53][O:52]2)[N:41]=1.P([O-])([O-])([O-])=O.[K+].[K+].[K+].